From a dataset of NCI-60 drug combinations with 297,098 pairs across 59 cell lines. Regression. Given two drug SMILES strings and cell line genomic features, predict the synergy score measuring deviation from expected non-interaction effect. (1) Drug 1: CCC1(CC2CC(C3=C(CCN(C2)C1)C4=CC=CC=C4N3)(C5=C(C=C6C(=C5)C78CCN9C7C(C=CC9)(C(C(C8N6C=O)(C(=O)OC)O)OC(=O)C)CC)OC)C(=O)OC)O.OS(=O)(=O)O. Drug 2: C(CC(=O)O)C(=O)CN.Cl. Cell line: MALME-3M. Synergy scores: CSS=8.22, Synergy_ZIP=-4.63, Synergy_Bliss=0.453, Synergy_Loewe=-1.82, Synergy_HSA=-1.47. (2) Drug 1: CC1C(C(=O)NC(C(=O)N2CCCC2C(=O)N(CC(=O)N(C(C(=O)O1)C(C)C)C)C)C(C)C)NC(=O)C3=C4C(=C(C=C3)C)OC5=C(C(=O)C(=C(C5=N4)C(=O)NC6C(OC(=O)C(N(C(=O)CN(C(=O)C7CCCN7C(=O)C(NC6=O)C(C)C)C)C)C(C)C)C)N)C. Drug 2: CC1=CC=C(C=C1)C2=CC(=NN2C3=CC=C(C=C3)S(=O)(=O)N)C(F)(F)F. Cell line: NCI-H322M. Synergy scores: CSS=39.4, Synergy_ZIP=-1.50, Synergy_Bliss=2.97, Synergy_Loewe=-5.58, Synergy_HSA=3.72. (3) Drug 1: CC1CCC2CC(C(=CC=CC=CC(CC(C(=O)C(C(C(=CC(C(=O)CC(OC(=O)C3CCCCN3C(=O)C(=O)C1(O2)O)C(C)CC4CCC(C(C4)OC)OCCO)C)C)O)OC)C)C)C)OC. Drug 2: CCN(CC)CCNC(=O)C1=C(NC(=C1C)C=C2C3=C(C=CC(=C3)F)NC2=O)C. Cell line: A549. Synergy scores: CSS=4.10, Synergy_ZIP=-0.481, Synergy_Bliss=0.402, Synergy_Loewe=1.12, Synergy_HSA=0.634. (4) Drug 1: CC(C1=C(C=CC(=C1Cl)F)Cl)OC2=C(N=CC(=C2)C3=CN(N=C3)C4CCNCC4)N. Drug 2: CC1=C(C=C(C=C1)NC2=NC=CC(=N2)N(C)C3=CC4=NN(C(=C4C=C3)C)C)S(=O)(=O)N.Cl. Cell line: DU-145. Synergy scores: CSS=14.8, Synergy_ZIP=2.63, Synergy_Bliss=14.4, Synergy_Loewe=8.12, Synergy_HSA=11.5. (5) Drug 1: CC12CCC(CC1=CCC3C2CCC4(C3CC=C4C5=CN=CC=C5)C)O. Drug 2: CNC(=O)C1=CC=CC=C1SC2=CC3=C(C=C2)C(=NN3)C=CC4=CC=CC=N4. Cell line: IGROV1. Synergy scores: CSS=2.00, Synergy_ZIP=-0.399, Synergy_Bliss=0.633, Synergy_Loewe=-0.270, Synergy_HSA=0.523. (6) Drug 1: CC1=C(C=C(C=C1)NC2=NC=CC(=N2)N(C)C3=CC4=NN(C(=C4C=C3)C)C)S(=O)(=O)N.Cl. Drug 2: CC1=C(C(=CC=C1)Cl)NC(=O)C2=CN=C(S2)NC3=CC(=NC(=N3)C)N4CCN(CC4)CCO. Cell line: NCI-H226. Synergy scores: CSS=23.1, Synergy_ZIP=4.48, Synergy_Bliss=11.3, Synergy_Loewe=12.4, Synergy_HSA=12.9. (7) Drug 1: CCC1(C2=C(COC1=O)C(=O)N3CC4=CC5=C(C=CC(=C5CN(C)C)O)N=C4C3=C2)O.Cl. Drug 2: CC12CCC3C(C1CCC2OP(=O)(O)O)CCC4=C3C=CC(=C4)OC(=O)N(CCCl)CCCl.[Na+]. Cell line: HCT116. Synergy scores: CSS=39.5, Synergy_ZIP=-3.34, Synergy_Bliss=-4.80, Synergy_Loewe=-21.8, Synergy_HSA=-3.36.